Task: Predict which catalyst facilitates the given reaction.. Dataset: Catalyst prediction with 721,799 reactions and 888 catalyst types from USPTO (1) Reactant: [C:1]([C@@H:3]([NH:11]C(=O)OC(C)(C)C)[CH2:4][C:5]1[CH:10]=[CH:9][CH:8]=[CH:7][CH:6]=1)#[N:2].C1(SC)C=CC=CC=1.CS(O)(=O)=O.C(OCC)C. Product: [NH2:11][C@@H:3]([CH2:4][C:5]1[CH:10]=[CH:9][CH:8]=[CH:7][CH:6]=1)[C:1]#[N:2]. The catalyst class is: 4. (2) Reactant: [CH2:1]([N:5]1[CH2:10][CH2:9][N:8]([C:11]2[CH:16]=[CH:15][C:14]([NH2:17])=[CH:13][CH:12]=2)[CH2:7][CH2:6]1)[CH:2]([CH3:4])[CH3:3].[C:18](N1C=CN=C1)(N1C=CN=C1)=[S:19]. Product: [N:17]([C:14]1[CH:13]=[CH:12][C:11]([N:8]2[CH2:9][CH2:10][N:5]([CH2:1][CH:2]([CH3:4])[CH3:3])[CH2:6][CH2:7]2)=[CH:16][CH:15]=1)=[C:18]=[S:19]. The catalyst class is: 9. (3) Reactant: [CH2:1]([O:8][C:9]1[C:10]([CH2:18][CH3:19])=[CH:11][C:12](Br)=[C:13]([O:15][CH3:16])[CH:14]=1)[C:2]1[CH:7]=[CH:6][CH:5]=[CH:4][CH:3]=1.C([Li])CCC.[B:25](OCC)([O:29]CC)[O:26]CC. Product: [CH2:1]([O:8][C:9]1[C:10]([CH2:18][CH3:19])=[CH:11][C:12]([B:25]([OH:29])[OH:26])=[C:13]([O:15][CH3:16])[CH:14]=1)[C:2]1[CH:7]=[CH:6][CH:5]=[CH:4][CH:3]=1. The catalyst class is: 1. (4) Reactant: [H-].[Na+].[Cl-].[CH2:4]([O:6][C:7]([C:9]1[C:10]([OH:15])=[NH+:11][CH:12]=[CH:13][CH:14]=1)=[O:8])[CH3:5].Cl[CH2:17][C:18]1[CH:23]=[CH:22][CH:21]=[CH:20][C:19]=1[C:24]1[CH:29]=[CH:28][CH:27]=[CH:26][C:25]=1[CH:30]([CH3:32])[CH3:31]. Product: [CH:30]([C:25]1[CH:26]=[CH:27][CH:28]=[CH:29][C:24]=1[C:19]1[CH:20]=[CH:21][CH:22]=[CH:23][C:18]=1[CH2:17][N:11]1[CH:12]=[CH:13][CH:14]=[C:9]([C:7]([O:6][CH2:4][CH3:5])=[O:8])[C:10]1=[O:15])([CH3:32])[CH3:31]. The catalyst class is: 18. (5) Reactant: Br[C:2]1[CH:3]=[N:4][N:5]([CH3:7])[CH:6]=1.[Cl:8][C:9]1[C:17]([F:18])=[CH:16][C:15](B2OC(C)(C)C(C)(C)O2)=[CH:14][C:10]=1[C:11]([O-:13])=[O:12].[CH3:28]OC(=O)C1C=C(B2OC(C)(C)C(C)(C)O2)C=CC=1Cl.[F-].[Cs+]. Product: [Cl:8][C:9]1[C:17]([F:18])=[CH:16][C:15]([C:2]2[CH:3]=[N:4][N:5]([CH3:7])[CH:6]=2)=[CH:14][C:10]=1[C:11]([O:13][CH3:28])=[O:12]. The catalyst class is: 12. (6) The catalyst class is: 97. Reactant: [OH-].[Na+].[CH3:3][O:4][C:5]1[C:10]2[O:11][CH2:12][C:13]3[C:17]([C:18]([O:20]CC)=[O:19])=[N:16][NH:15][C:14]=3[C:9]=2[CH:8]=[CH:7][CH:6]=1. Product: [CH3:3][O:4][C:5]1[C:10]2[O:11][CH2:12][C:13]3[C:17]([C:18]([OH:20])=[O:19])=[N:16][NH:15][C:14]=3[C:9]=2[CH:8]=[CH:7][CH:6]=1. (7) Reactant: [CH3:1][O:2][C:3]1[CH:8]=[CH:7][CH:6]=[C:5]([O:9][CH3:10])[C:4]=1[CH3:11].[Br:12]N1C(=O)CCC1=O. Product: [Br:12][C:8]1[CH:7]=[CH:6][C:5]([O:9][CH3:10])=[C:4]([CH3:11])[C:3]=1[O:2][CH3:1]. The catalyst class is: 10. (8) Reactant: [CH3:1][C:2]([CH3:23])([CH3:22])[C:3](=[O:21])[CH2:4][N:5]1[C:14]2[C:9](=[CH:10][N:11]=[CH:12][CH:13]=2)[C:8]2[CH:15]=[C:16]([F:19])[CH:17]=[CH:18][C:7]=2[C:6]1=[O:20].ClC1C=CC=C(C(OO)=[O:32])C=1. Product: [CH3:1][C:2]([CH3:23])([CH3:22])[C:3](=[O:21])[CH2:4][N:5]1[C:14]2[C:9](=[CH:10][N+:11]([O-:32])=[CH:12][CH:13]=2)[C:8]2[CH:15]=[C:16]([F:19])[CH:17]=[CH:18][C:7]=2[C:6]1=[O:20]. The catalyst class is: 4.